From a dataset of Reaction yield outcomes from USPTO patents with 853,638 reactions. Predict the reaction yield, written as a fraction of the theoretical maximum amount of product (1.0 means a 100% yield; for example, 0.34 means a 34% yield). The reactants are [CH2:1]([CH:8]1[CH2:26][C:11]2[N:12](C(OC(C)(C)C)=O)[C:13]([C:15]([O:17][CH3:18])=[O:16])=[CH:14][C:10]=2[C:9]1=O)[C:2]1[CH:7]=[CH:6][CH:5]=[CH:4][CH:3]=1.C(C1CC2NC(C(OC)=O)=CC=2C1=O)C1C=CC=CC=1.N1C=CC=C1. No catalyst specified. The product is [CH2:1]([CH:8]1[CH2:26][C:11]2[NH:12][C:13]([C:15]([O:17][CH3:18])=[O:16])=[CH:14][C:10]=2[CH2:9]1)[C:2]1[CH:3]=[CH:4][CH:5]=[CH:6][CH:7]=1. The yield is 0.0700.